From a dataset of Catalyst prediction with 721,799 reactions and 888 catalyst types from USPTO. Predict which catalyst facilitates the given reaction. (1) Reactant: [C:1]([O:5][C:6]([N:8]1[CH2:23][CH2:22][CH2:21][C:9]21[C:12](=[O:13])[N:11]([C@@H:14]([C@H:18]([OH:20])[CH3:19])[C:15]([OH:17])=O)[CH2:10]2)=[O:7])([CH3:4])([CH3:3])[CH3:2].CCN(C(C)C)C(C)C.CCN=C=NCCCN(C)C.Cl.[CH:45]1[CH:46]=[CH:47][C:48]2N(O)N=[N:51][C:49]=2C=1.C1(N)CCC1. Product: [CH:48]1([CH2:49][NH:51][C:15](=[O:17])[C@@H:14]([N:11]2[CH2:10][C:9]3([CH2:21][CH2:22][CH2:23][N:8]3[C:6]([O:5][C:1]([CH3:4])([CH3:2])[CH3:3])=[O:7])[C:12]2=[O:13])[C@H:18]([OH:20])[CH3:19])[CH2:45][CH2:46][CH2:47]1. The catalyst class is: 2. (2) Reactant: [C:1]([O:5][C:6]([N:8]1[CH2:13][CH2:12][CH:11]([CH2:14][C:15]([O:18][CH2:19][CH2:20][CH2:21][O:22][Si](C(C)C)(C(C)C)C(C)C)([CH3:17])[CH3:16])[CH2:10][CH2:9]1)=[O:7])([CH3:4])([CH3:3])[CH3:2].[F-].C([N+](CCCC)(CCCC)CCCC)CCC. Product: [C:1]([O:5][C:6]([N:8]1[CH2:13][CH2:12][CH:11]([CH2:14][C:15]([O:18][CH2:19][CH2:20][CH2:21][OH:22])([CH3:16])[CH3:17])[CH2:10][CH2:9]1)=[O:7])([CH3:4])([CH3:3])[CH3:2]. The catalyst class is: 1. (3) Reactant: [H-].[H-].[H-].[H-].[Li+].[Al+3].CON(C)[C:10]([CH:12]1[CH2:17][CH2:16][CH2:15][CH:14]([N:18]([CH3:26])[C:19](=[O:25])[O:20][C:21]([CH3:24])([CH3:23])[CH3:22])[CH2:13]1)=[O:11]. Product: [CH:10]([CH:12]1[CH2:17][CH2:16][CH2:15][CH:14]([N:18]([CH3:26])[C:19](=[O:25])[O:20][C:21]([CH3:22])([CH3:23])[CH3:24])[CH2:13]1)=[O:11]. The catalyst class is: 28. (4) Reactant: C[O-].[Na+].C([O:7][C@@H:8]1[C@H:17]([O:18]CC2C=CC=CC=2)[C@@H:16]([O:26]CC2C=CC=CC=2)[C@H:15]([CH3:34])[O:14][C@H:9]1[O:10]CC=C)(=[O:6])C.CCOC(C)=O. Product: [CH3:34][C@@H:15]1[O:14][CH:9]([OH:10])[C@H:8]([OH:7])[C@H:17]([OH:18])[C@H:16]1[OH:26].[OH2:6]. The catalyst class is: 5. (5) Reactant: Cl[C:2]1[N:7]=[C:6]([NH:8][CH3:9])[C:5]([Cl:10])=[CH:4][N:3]=1.[NH2:11][C:12]1[N:16]([CH3:17])[N:15]=[C:14]([C:18]([O:20][CH3:21])=[O:19])[CH:13]=1.C(O)CCC.Cl. Product: [Cl:10][C:5]1[C:6]([NH:8][CH3:9])=[N:7][C:2]([NH:11][C:12]2[N:16]([CH3:17])[N:15]=[C:14]([C:18]([O:20][CH3:21])=[O:19])[CH:13]=2)=[N:3][CH:4]=1. The catalyst class is: 12. (6) Reactant: FC(F)(F)C(O)=O.[F:8][C:9]([F:34])([F:33])[C:10]1[N:18]2[C:13]([CH:14]=[CH:15][C:16]([N:19]3[CH2:25][CH2:24][CH2:23][N:22](C(OC(C)(C)C)=O)[CH2:21][CH2:20]3)=[N:17]2)=[N:12][N:11]=1.C(=O)(O)[O-].[Na+]. Product: [N:19]1([C:16]2[CH:15]=[CH:14][C:13]3=[N:12][N:11]=[C:10]([C:9]([F:8])([F:34])[F:33])[N:18]3[N:17]=2)[CH2:25][CH2:24][CH2:23][NH:22][CH2:21][CH2:20]1. The catalyst class is: 4. (7) The catalyst class is: 101. Reactant: [Br:1][C:2]1[N:7]2[CH:8]=[CH:9][N:10]=[C:6]2[C:5](Br)=[N:4][CH:3]=1.[N:12]1([C:18]2[CH:19]=[CH:20][C:21]([NH2:24])=[N:22][CH:23]=2)[CH2:17][CH2:16][O:15][CH2:14][CH2:13]1.CC([O-])(C)C.[Na+].CC1(C)C2C(=C(P(C3C=CC=CC=3)C3C=CC=CC=3)C=CC=2)OC2C(P(C3C=CC=CC=3)C3C=CC=CC=3)=CC=CC1=2. Product: [Br:1][C:2]1[N:7]2[CH:8]=[CH:9][N:10]=[C:6]2[C:5]([NH:24][C:21]2[CH:20]=[CH:19][C:18]([N:12]3[CH2:13][CH2:14][O:15][CH2:16][CH2:17]3)=[CH:23][N:22]=2)=[N:4][CH:3]=1. (8) The catalyst class is: 8. Product: [C:13]([C:17]1[CH:30]=[CH:29][C:20]([CH2:21][C:22]2([NH2:28])[CH2:27][CH2:26][N:25]([C:2]3[N:7]=[CH:6][N:5]=[C:4]4[NH:8][N:9]=[CH:10][C:3]=34)[CH2:24][CH2:23]2)=[CH:19][CH:18]=1)([CH3:16])([CH3:14])[CH3:15]. Reactant: Cl[C:2]1[N:7]=[CH:6][N:5]=[C:4]2[NH:8][N:9]=[CH:10][C:3]=12.Cl.Cl.[C:13]([C:17]1[CH:30]=[CH:29][C:20]([CH2:21][C:22]2([NH2:28])[CH2:27][CH2:26][NH:25][CH2:24][CH2:23]2)=[CH:19][CH:18]=1)([CH3:16])([CH3:15])[CH3:14].C(N(CC)CC)C. (9) Reactant: O.NN.[C:4]([O:8][C:9]([NH:11][O:12][CH2:13][CH2:14][CH2:15][CH2:16][N:17]1C(=O)C2C(=CC=CC=2)C1=O)=[O:10])([CH3:7])([CH3:6])[CH3:5]. Product: [C:4]([O:8][C:9](=[O:10])[NH:11][O:12][CH2:13][CH2:14][CH2:15][CH2:16][NH2:17])([CH3:7])([CH3:5])[CH3:6]. The catalyst class is: 8. (10) Reactant: [H-].[Al+3].[Li+].[H-].[H-].[H-].[CH:7]1([C:13](=[O:17])[CH2:14][C:15]#[N:16])[CH2:12][CH2:11][CH2:10][CH2:9][CH2:8]1. Product: [NH2:16][CH2:15][CH2:14][CH:13]([CH:7]1[CH2:12][CH2:11][CH2:10][CH2:9][CH2:8]1)[OH:17]. The catalyst class is: 1.